Dataset: Forward reaction prediction with 1.9M reactions from USPTO patents (1976-2016). Task: Predict the product of the given reaction. (1) Given the reactants [O:1]1[C:5]2[CH:6]=[CH:7][C:8]([C:10]3[CH:19]=[C:18](Cl)[C:17]4[C:12](=[CH:13][CH:14]=[CH:15][CH:16]=4)[N:11]=3)=[CH:9][C:4]=2[O:3][CH2:2]1.[F:21][C:22]([F:29])([F:28])[C:23]1[CH:27]=[CH:26][NH:25][N:24]=1.[H-].[Na+], predict the reaction product. The product is: [O:1]1[C:5]2[CH:6]=[CH:7][C:8]([C:10]3[CH:19]=[C:18]([N:25]4[CH:26]=[CH:27][C:23]([C:22]([F:29])([F:28])[F:21])=[N:24]4)[C:17]4[C:12](=[CH:13][CH:14]=[CH:15][CH:16]=4)[N:11]=3)=[CH:9][C:4]=2[O:3][CH2:2]1. (2) The product is: [CH2:37]([C:34]1[CH:33]=[N:32][C:31]([N:18]([CH2:19][C:20]2[CH:21]=[N:22][N:23]([C:25]3[CH:30]=[CH:29][CH:28]=[CH:27][CH:26]=3)[CH:24]=2)[CH2:17][CH2:16][C:14]2[N:15]=[C:11]([S:10][C:7]([CH3:9])([CH3:8])[C:6]([OH:39])=[O:5])[S:12][CH:13]=2)=[N:36][CH:35]=1)[CH3:38]. Given the reactants C([O:5][C:6](=[O:39])[C:7]([S:10][C:11]1[S:12][CH:13]=[C:14]([CH2:16][CH2:17][N:18]([C:31]2[N:36]=[CH:35][C:34]([CH2:37][CH3:38])=[CH:33][N:32]=2)[CH2:19][C:20]2[CH:21]=[N:22][N:23]([C:25]3[CH:30]=[CH:29][CH:28]=[CH:27][CH:26]=3)[CH:24]=2)[N:15]=1)([CH3:9])[CH3:8])(C)(C)C.FC(F)(F)C(O)=O, predict the reaction product. (3) Given the reactants [F:1][C:2]1[CH:7]=[CH:6][C:5]([C:8]2([C:15]#[N:16])[CH2:13][CH2:12][C:11](=[O:14])[CH2:10][CH2:9]2)=[CH:4][CH:3]=1.[CH2:17](O)[CH2:18][OH:19].C1(C)C=CC(S(O)(=O)=O)=CC=1, predict the reaction product. The product is: [F:1][C:2]1[CH:3]=[CH:4][C:5]([C:8]2([C:15]#[N:16])[CH2:9][CH2:10][C:11]3([O:19][CH2:18][CH2:17][O:14]3)[CH2:12][CH2:13]2)=[CH:6][CH:7]=1.